From a dataset of CYP3A4 inhibition data for predicting drug metabolism from PubChem BioAssay. Regression/Classification. Given a drug SMILES string, predict its absorption, distribution, metabolism, or excretion properties. Task type varies by dataset: regression for continuous measurements (e.g., permeability, clearance, half-life) or binary classification for categorical outcomes (e.g., BBB penetration, CYP inhibition). Dataset: cyp3a4_veith. (1) The drug is CN(C)c1ccc(-c2cc(N(C)Cc3ccco3)ncn2)cc1. The result is 1 (inhibitor). (2) The drug is CN1CC(c2ccccc2Cl)C2(COc3ccccc3C2=O)C12C(=O)Nc1ccccc12. The result is 1 (inhibitor).